This data is from Full USPTO retrosynthesis dataset with 1.9M reactions from patents (1976-2016). The task is: Predict the reactants needed to synthesize the given product. (1) Given the product [Br:1][C:2]1[CH:7]=[C:6]([CH2:8][O:17][CH2:18][C:19]2([C:32]3[CH:33]=[CH:34][CH:35]=[CH:36][CH:37]=3)[CH2:24][CH2:23][N:22]([C:25]([O:27][C:28]([CH3:30])([CH3:31])[CH3:29])=[O:26])[CH2:21][CH2:20]2)[CH:5]=[C:4]([C:10]2[CH:15]=[CH:14][C:13]([F:16])=[CH:12][CH:11]=2)[CH:3]=1, predict the reactants needed to synthesize it. The reactants are: [Br:1][C:2]1[CH:3]=[C:4]([C:10]2[CH:15]=[CH:14][C:13]([F:16])=[CH:12][CH:11]=2)[CH:5]=[C:6]([CH2:8]Br)[CH:7]=1.[OH:17][CH2:18][C:19]1([C:32]2[CH:37]=[CH:36][CH:35]=[CH:34][CH:33]=2)[CH2:24][CH2:23][N:22]([C:25]([O:27][C:28]([CH3:31])([CH3:30])[CH3:29])=[O:26])[CH2:21][CH2:20]1.[H-].[Na+]. (2) The reactants are: [Cl:1][C:2]1[CH:7]=[C:6]([Cl:8])[CH:5]=[CH:4][C:3]=1[C:9]1([C:12](Cl)=[O:13])[CH2:11][CH2:10]1.C(N(CC)CC)C.[CH2:22]([O:24][C:25](=[O:49])[CH2:26][C:27]1[CH:28]=[C:29]([C:35]2[CH:40]=[CH:39][C:38]([C:41]([F:44])([F:43])[F:42])=[CH:37][C:36]=2[CH2:45][NH:46][CH2:47][CH3:48])[C:30]([O:33][CH3:34])=[CH:31][CH:32]=1)[CH3:23].O. Given the product [CH2:22]([O:24][C:25](=[O:49])[CH2:26][C:27]1[CH:28]=[C:29]([C:35]2[CH:40]=[CH:39][C:38]([C:41]([F:44])([F:42])[F:43])=[CH:37][C:36]=2[CH2:45][N:46]([C:12]([C:9]2([C:3]3[CH:4]=[CH:5][C:6]([Cl:8])=[CH:7][C:2]=3[Cl:1])[CH2:11][CH2:10]2)=[O:13])[CH2:47][CH3:48])[C:30]([O:33][CH3:34])=[CH:31][CH:32]=1)[CH3:23], predict the reactants needed to synthesize it. (3) The reactants are: C[Si]([C:5]#[C:6][C:7]1[CH:8]=[C:9]2[C:13](=[CH:14][CH:15]=1)[NH:12][N:11]=[CH:10]2)(C)C.C(=O)([O-])[O-].[K+].[K+]. Given the product [C:6]([C:7]1[CH:8]=[C:9]2[C:13](=[CH:14][CH:15]=1)[NH:12][N:11]=[CH:10]2)#[CH:5], predict the reactants needed to synthesize it. (4) Given the product [CH3:31][O:32][C:7](=[O:29])[C@@H:8]([NH2:9])[CH2:13][C@@H:14]([CH:26]([CH3:27])[CH3:28])[CH2:15][C:16]1[CH:17]=[CH:18][C:19]([C:22]([CH3:24])([CH3:23])[CH3:25])=[CH:20][CH:21]=1, predict the reactants needed to synthesize it. The reactants are: Cl.C([C@@H]1C(OC)=[N:9][C@@H:8]([CH2:13][C@@H:14]([CH:26]([CH3:28])[CH3:27])[CH2:15][C:16]2[CH:21]=[CH:20][C:19]([C:22]([CH3:25])([CH3:24])[CH3:23])=[CH:18][CH:17]=2)[C:7]([O:29]C)=N1)(C)C.[C:31]([O-])(O)=[O:32].[Na+]. (5) Given the product [C:1]([C:3]1[CH:14]=[CH:13][C:6]([CH2:7][N:22]2[CH2:27][CH2:26][O:25][CH2:24][CH2:23]2)=[CH:5][CH:4]=1)#[CH:2], predict the reactants needed to synthesize it. The reactants are: [C:1]([C:3]1[CH:14]=[CH:13][C:6]([CH2:7]OS(C)(=O)=O)=[CH:5][CH:4]=1)#[CH:2].C(N(CC)CC)C.[NH:22]1[CH2:27][CH2:26][O:25][CH2:24][CH2:23]1. (6) The reactants are: [CH3:1][C:2]([C:4]1[CH:9]=[CH:8][C:7]([F:10])=[CH:6][C:5]=1[F:11])=[O:3].[OH-].[Na+]. Given the product [F:11][C:5]1[CH:6]=[C:7]([F:10])[CH:8]=[CH:9][C:4]=1[CH:2]([OH:3])[CH3:1], predict the reactants needed to synthesize it.